From a dataset of Reaction yield outcomes from USPTO patents with 853,638 reactions. Predict the reaction yield, written as a fraction of the theoretical maximum amount of product (1.0 means a 100% yield; for example, 0.34 means a 34% yield). The reactants are [I:1][C:2]1[C:19](=[O:20])[N:18]([CH3:21])[C:5]2[CH2:6][CH2:7][N:8](C(=O)C(F)(F)F)[CH2:9][CH:10]([CH3:11])[C:4]=2[CH:3]=1.C([O-])([O-])=O.[K+].[K+]. The catalyst is CO. The product is [I:1][C:2]1[C:19](=[O:20])[N:18]([CH3:21])[C:5]2[CH2:6][CH2:7][NH:8][CH2:9][CH:10]([CH3:11])[C:4]=2[CH:3]=1. The yield is 0.550.